From a dataset of Reaction yield outcomes from USPTO patents with 853,638 reactions. Predict the reaction yield, written as a fraction of the theoretical maximum amount of product (1.0 means a 100% yield; for example, 0.34 means a 34% yield). (1) The reactants are [CH3:1][O:2][C:3]1[CH:4]=[C:5]2[C:10](=[CH:11][C:12]=1[O:13][CH3:14])[N:9]=[CH:8][CH:7]=[C:6]2[O:15][C:16]1[CH:22]=[CH:21][C:19]([NH2:20])=[CH:18][CH:17]=1.C(N(CC)CC)C.ClC(Cl)(O[C:34](=[O:40])OC(Cl)(Cl)Cl)Cl.[CH:42]([N:45]([CH:49]([CH3:51])[CH3:50])[CH2:46][CH2:47][NH2:48])([CH3:44])[CH3:43]. The catalyst is C(Cl)(Cl)Cl.O. The product is [CH:42]([N:45]([CH:49]([CH3:51])[CH3:50])[CH2:46][CH2:47][NH:48][C:34]([NH:20][C:19]1[CH:21]=[CH:22][C:16]([O:15][C:6]2[C:5]3[C:10](=[CH:11][C:12]([O:13][CH3:14])=[C:3]([O:2][CH3:1])[CH:4]=3)[N:9]=[CH:8][CH:7]=2)=[CH:17][CH:18]=1)=[O:40])([CH3:44])[CH3:43]. The yield is 0.330. (2) The reactants are [CH3:1][N:2]1[C:6](=[O:7])[N:5](/[CH:8]=[CH:9]/[C:10]([O:12]C(C)(C)C)=[O:11])[N:4]=[N:3]1. The catalyst is C(O)=O. The product is [CH3:1][N:2]1[C:6](=[O:7])[N:5](/[CH:8]=[CH:9]/[C:10]([OH:12])=[O:11])[N:4]=[N:3]1. The yield is 0.580. (3) The reactants are [CH3:1][C:2]1[N:7]=[C:6]([C:8]([C:10]2[S:14][C:13]([NH2:15])=[N:12][C:11]=2[C:16]2[O:17][CH:18]=[CH:19][CH:20]=2)=[O:9])[CH:5]=[CH:4][CH:3]=1.C(N(CC)CC)C.Br[CH2:29][C:30](Br)=[O:31].[NH:33]1[CH2:38][CH2:37][O:36][CH2:35][CH2:34]1. The catalyst is C1COCC1.O. The product is [O:17]1[CH:18]=[CH:19][CH:20]=[C:16]1[C:11]1[N:12]=[C:13]([NH:15][C:30](=[O:31])[CH2:29][N:33]2[CH2:38][CH2:37][O:36][CH2:35][CH2:34]2)[S:14][C:10]=1[C:8]([C:6]1[CH:5]=[CH:4][CH:3]=[C:2]([CH3:1])[N:7]=1)=[O:9]. The yield is 0.690.